Dataset: Peptide-MHC class I binding affinity with 185,985 pairs from IEDB/IMGT. Task: Regression. Given a peptide amino acid sequence and an MHC pseudo amino acid sequence, predict their binding affinity value. This is MHC class I binding data. (1) The peptide sequence is DLLKYAGL. The MHC is Mamu-A02 with pseudo-sequence Mamu-A02. The binding affinity (normalized) is 0. (2) The peptide sequence is KIRNRIERL. The MHC is HLA-B48:01 with pseudo-sequence HLA-B48:01. The binding affinity (normalized) is 0.0847.